This data is from Forward reaction prediction with 1.9M reactions from USPTO patents (1976-2016). The task is: Predict the product of the given reaction. Given the reactants Cl.O1CCOCC1.[CH2:8]([NH:12][C:13]1[N:21]=[C:20]2[C:16]([N:17]=[C:18]([O:32]C)[N:19]2[CH2:22][CH2:23][CH2:24][N:25]2[CH2:30][CH2:29][N:28]([CH3:31])[CH2:27][CH2:26]2)=[C:15]([NH2:34])[N:14]=1)[CH2:9][CH2:10][CH3:11], predict the reaction product. The product is: [NH2:34][C:15]1[N:14]=[C:13]([NH:12][CH2:8][CH2:9][CH2:10][CH3:11])[N:21]=[C:20]2[C:16]=1[NH:17][C:18](=[O:32])[N:19]2[CH2:22][CH2:23][CH2:24][N:25]1[CH2:26][CH2:27][N:28]([CH3:31])[CH2:29][CH2:30]1.